Predict the reactants needed to synthesize the given product. From a dataset of Full USPTO retrosynthesis dataset with 1.9M reactions from patents (1976-2016). (1) The reactants are: C([O-])(=O)C.[NH4+:5].[O:6]=[C:7]1[C:15]2[C:10](=[CH:11][CH:12]=[CH:13][CH:14]=2)[C:9](=[O:16])[N:8]1[CH2:17][C:18]([O:20][CH:21]([C:32]1[CH:37]=[CH:36][C:35]([O:38][CH2:39][C:40]2[CH:45]=[CH:44][CH:43]=[CH:42][CH:41]=2)=[CH:34][CH:33]=1)[C:22]([C:24]1[CH:29]=[CH:28][C:27]([O:30][CH3:31])=[CH:26][CH:25]=1)=O)=O. Given the product [CH2:39]([O:38][C:35]1[CH:34]=[CH:33][C:32]([C:21]2[O:20][C:18]([CH2:17][N:8]3[C:7](=[O:6])[C:15]4[C:10](=[CH:11][CH:12]=[CH:13][CH:14]=4)[C:9]3=[O:16])=[N:5][C:22]=2[C:24]2[CH:25]=[CH:26][C:27]([O:30][CH3:31])=[CH:28][CH:29]=2)=[CH:37][CH:36]=1)[C:40]1[CH:45]=[CH:44][CH:43]=[CH:42][CH:41]=1, predict the reactants needed to synthesize it. (2) Given the product [F:14][C:13]([F:16])([F:15])[O:12][C:9]1[CH:10]=[CH:11][C:6]2[NH:5][C:3](=[O:4])[CH2:2][N:18]3[C:17](=[N:21][CH:20]=[N:19]3)[C:7]=2[CH:8]=1, predict the reactants needed to synthesize it. The reactants are: Cl[CH2:2][C:3]([NH:5][C:6]1[CH:11]=[CH:10][C:9]([O:12][C:13]([F:16])([F:15])[F:14])=[CH:8][C:7]=1[C:17]1[NH:18][N:19]=[CH:20][N:21]=1)=[O:4].[OH-].[Na+].[Cl-].[NH4+]. (3) Given the product [CH2:1]([O:8][CH:9]1[CH2:14][CH2:13][CH2:12][CH2:11][CH:10]1[NH:15][C:16](=[O:17])[CH2:18][N:19]1[C:23]([O:24][CH2:25][C:26]2[CH:31]=[CH:30][CH:29]=[CH:28][C:27]=2[C:32]2[CH:33]=[CH:34][C:35]([C:38]([F:40])([F:41])[F:39])=[CH:36][CH:37]=2)=[CH:22][C:21]([C:42]#[N:44])=[N:20]1)[C:2]1[CH:3]=[CH:4][CH:5]=[CH:6][CH:7]=1, predict the reactants needed to synthesize it. The reactants are: [CH2:1]([O:8][CH:9]1[CH2:14][CH2:13][CH2:12][CH2:11][CH:10]1[NH:15][C:16]([CH2:18][N:19]1[C:23]([O:24][CH2:25][C:26]2[CH:31]=[CH:30][CH:29]=[CH:28][C:27]=2[C:32]2[CH:37]=[CH:36][C:35]([C:38]([F:41])([F:40])[F:39])=[CH:34][CH:33]=2)=[CH:22][C:21]([C:42]([NH2:44])=O)=[N:20]1)=[O:17])[C:2]1[CH:7]=[CH:6][CH:5]=[CH:4][CH:3]=1.P(Cl)(Cl)(Cl)=O. (4) Given the product [F:16][CH:14]1[CH2:15][C:11]2=[C:10]([C:17]3[NH:21][N:20]=[N:19][N:18]=3)[NH:9][N:8]=[C:12]2[CH2:13]1, predict the reactants needed to synthesize it. The reactants are: C([N:8]1[C:12]2[CH2:13][CH:14]([F:16])[CH2:15][C:11]=2[C:10]([C:17]2[NH:21][N:20]=[N:19][N:18]=2)=[N:9]1)C1C=CC=CC=1.C(O)=O. (5) Given the product [F:23][C:14]1[C:13]([O:12][CH2:11][C:9]2[S:8][C:6]3[C:5]([N:10]=2)=[CH:4][CH:3]=[C:2]([C:26]2[N:25]([CH3:24])[CH:29]=[CH:28][CH:27]=2)[N:7]=3)=[CH:21][CH:20]=[C:19]([F:22])[C:15]=1[C:16]([NH2:18])=[O:17], predict the reactants needed to synthesize it. The reactants are: Br[C:2]1[N:7]=[C:6]2[S:8][C:9]([CH2:11][O:12][C:13]3[C:14]([F:23])=[C:15]([C:19]([F:22])=[CH:20][CH:21]=3)[C:16]([NH2:18])=[O:17])=[N:10][C:5]2=[CH:4][CH:3]=1.[CH3:24][N:25]1[CH:29]=[CH:28][CH:27]=[C:26]1[Sn](CCCC)(CCCC)CCCC.O. (6) Given the product [OH:34][C:35]1([C:38]([N:4]2[CH2:5][CH2:6][N:1]([C:7]([C:9]3[CH:14]=[CH:13][C:12]([C:15]4[CH:20]=[CH:19][CH:18]=[C:17]([C:21]5[CH:25]=[C:24]([NH:26][C:27](=[O:33])[O:28][C:29]([CH3:30])([CH3:32])[CH3:31])[NH:23][N:22]=5)[CH:16]=4)=[CH:11][CH:10]=3)=[O:8])[CH2:2][CH2:3]2)=[O:39])[CH2:37][CH2:36]1, predict the reactants needed to synthesize it. The reactants are: [N:1]1([C:7]([C:9]2[CH:14]=[CH:13][C:12]([C:15]3[CH:20]=[CH:19][CH:18]=[C:17]([C:21]4[CH:25]=[C:24]([NH:26][C:27](=[O:33])[O:28][C:29]([CH3:32])([CH3:31])[CH3:30])[NH:23][N:22]=4)[CH:16]=3)=[CH:11][CH:10]=2)=[O:8])[CH2:6][CH2:5][NH:4][CH2:3][CH2:2]1.[OH:34][C:35]1([C:38](O)=[O:39])[CH2:37][CH2:36]1.CN(C(ON1N=NC2C=CC=CC1=2)=[N+](C)C)C.F[P-](F)(F)(F)(F)F.CCN(C(C)C)C(C)C.